From a dataset of Reaction yield outcomes from USPTO patents with 853,638 reactions. Predict the reaction yield, written as a fraction of the theoretical maximum amount of product (1.0 means a 100% yield; for example, 0.34 means a 34% yield). The yield is 0.520. The catalyst is CO.C(Cl)Cl. The reactants are [Cl:1][C:2]1[C:3]([NH:15][C@@H:16]2[CH2:21][CH2:20][CH2:19][C@H:18]([NH:22]C(=O)OC(C)(C)C)[CH2:17]2)=[N:4][C:5]([NH:8][C:9]2[CH:10]=[N:11][N:12]([CH3:14])[CH:13]=2)=[N:6][CH:7]=1.Cl.O1CCOCC1. The product is [NH2:22][C@H:18]1[CH2:19][CH2:20][CH2:21][C@@H:16]([NH:15][C:3]2[C:2]([Cl:1])=[CH:7][N:6]=[C:5]([NH:8][C:9]3[CH:10]=[N:11][N:12]([CH3:14])[CH:13]=3)[N:4]=2)[CH2:17]1.